This data is from Catalyst prediction with 721,799 reactions and 888 catalyst types from USPTO. The task is: Predict which catalyst facilitates the given reaction. (1) The catalyst class is: 1. Product: [Br:1][C:2]1[CH:7]=[CH:6][C:5]([CH:8]([CH3:13])[C:9]#[N:10])=[CH:4][CH:3]=1. Reactant: [Br:1][C:2]1[CH:7]=[CH:6][C:5]([CH2:8][C:9]#[N:10])=[CH:4][CH:3]=1.[H-].[Na+].[CH3:13]I. (2) Reactant: [C:1]([O:4][C:5]1[CH:14]=[CH:13][C:12]2[C:7](=[CH:8][CH:9]=[C:10]([C:15]([OH:17])=O)[CH:11]=2)[CH:6]=1)(=[O:3])[CH3:2].S(Cl)([Cl:20])=O. Product: [C:1]([O:4][C:5]1[CH:14]=[CH:13][C:12]2[C:7](=[CH:8][CH:9]=[C:10]([C:15]([Cl:20])=[O:17])[CH:11]=2)[CH:6]=1)(=[O:3])[CH3:2]. The catalyst class is: 348. (3) Reactant: [CH2:1]([N:8]([CH2:14][C:15]1[CH:20]=[CH:19][CH:18]=[CH:17][CH:16]=1)[C@@H:9]([CH2:12][CH3:13])[CH:10]=[O:11])[C:2]1[CH:7]=[CH:6][CH:5]=[CH:4][CH:3]=1.O1CCOCC1.S(=O)(O)[O-].[Na+].[C-:32]#[N:33].[K+]. Product: [CH2:14]([N:8]([CH2:1][C:2]1[CH:3]=[CH:4][CH:5]=[CH:6][CH:7]=1)[C@@H:9]([CH2:12][CH3:13])[C@H:10]([OH:11])[C:32]#[N:33])[C:15]1[CH:16]=[CH:17][CH:18]=[CH:19][CH:20]=1. The catalyst class is: 6. (4) Reactant: [C:1]([C:5]1[CH:6]=[CH:7][C:8]([S:20]([N:23]([C:27]2[CH:31]=[CH:30][S:29][C:28]=2[C:32]([O:34][CH3:35])=[O:33])COC)(=[O:22])=[O:21])=[C:9]([C:11]2[CH:16]=[CH:15][C:14]([N:17]([CH3:19])[CH3:18])=[CH:13][CH:12]=2)[CH:10]=1)([CH3:4])([CH3:3])[CH3:2].Cl. Product: [C:1]([C:5]1[CH:6]=[CH:7][C:8]([S:20]([NH:23][C:27]2[CH:31]=[CH:30][S:29][C:28]=2[C:32]([O:34][CH3:35])=[O:33])(=[O:21])=[O:22])=[C:9]([C:11]2[CH:12]=[CH:13][C:14]([N:17]([CH3:18])[CH3:19])=[CH:15][CH:16]=2)[CH:10]=1)([CH3:4])([CH3:2])[CH3:3]. The catalyst class is: 7. (5) The catalyst class is: 31. Reactant: [CH2:1]([C:4]1[CH:5]=[N:6][C:7]([N:10]2[CH2:15][CH2:14][CH:13](CS([O-])(=O)=O)[CH2:12][CH2:11]2)=[N:8][CH:9]=1)[CH2:2][CH3:3].[Cl:21][C:22]1[C:23]([OH:29])=[CH:24][C:25](=[O:28])[NH:26][CH:27]=1.C(=O)([O-])[O-].[Cs+].[Cs+]. Product: [Cl:21][C:22]1[C:23]([O:29][CH:13]2[CH2:12][CH2:11][N:10]([C:7]3[N:8]=[CH:9][C:4]([CH2:1][CH2:2][CH3:3])=[CH:5][N:6]=3)[CH2:15][CH2:14]2)=[CH:24][C:25](=[O:28])[NH:26][CH:27]=1.